This data is from TCR-epitope binding with 47,182 pairs between 192 epitopes and 23,139 TCRs. The task is: Binary Classification. Given a T-cell receptor sequence (or CDR3 region) and an epitope sequence, predict whether binding occurs between them. (1) The epitope is FLKEKGGL. The TCR CDR3 sequence is CSARPMAASGLTYEQYF. Result: 1 (the TCR binds to the epitope). (2) The epitope is TPINLVRDL. The TCR CDR3 sequence is CASGYEQFF. Result: 1 (the TCR binds to the epitope). (3) The epitope is TPGPGVRYPL. The TCR CDR3 sequence is CSASPRGRYNEQFF. Result: 1 (the TCR binds to the epitope). (4) The epitope is TVYDPLQPELDSFK. The TCR CDR3 sequence is CASSLSGAGELFF. Result: 1 (the TCR binds to the epitope). (5) The epitope is GTSGSPIVNR. The TCR CDR3 sequence is CSALTWGLAGYEQYF. Result: 0 (the TCR does not bind to the epitope). (6) The epitope is DATYQRTRALVR. The TCR CDR3 sequence is CASSPTTAYEQYF. Result: 0 (the TCR does not bind to the epitope). (7) The TCR CDR3 sequence is CASSPSGTVYGYTF. Result: 0 (the TCR does not bind to the epitope). The epitope is RQLLFVVEV.